Dataset: NCI-60 drug combinations with 297,098 pairs across 59 cell lines. Task: Regression. Given two drug SMILES strings and cell line genomic features, predict the synergy score measuring deviation from expected non-interaction effect. (1) Drug 1: CC12CCC3C(C1CCC2O)C(CC4=C3C=CC(=C4)O)CCCCCCCCCS(=O)CCCC(C(F)(F)F)(F)F. Drug 2: CN(C(=O)NC(C=O)C(C(C(CO)O)O)O)N=O. Cell line: M14. Synergy scores: CSS=-12.3, Synergy_ZIP=8.62, Synergy_Bliss=6.67, Synergy_Loewe=-10.8, Synergy_HSA=-5.66. (2) Synergy scores: CSS=16.1, Synergy_ZIP=0.743, Synergy_Bliss=3.68, Synergy_Loewe=-13.8, Synergy_HSA=1.72. Drug 1: C1C(C(OC1N2C=NC3=C2NC=NCC3O)CO)O. Cell line: HCT116. Drug 2: C1CCC(C(C1)N)N.C(=O)(C(=O)[O-])[O-].[Pt+4]. (3) Drug 1: COC1=CC(=CC(=C1O)OC)C2C3C(COC3=O)C(C4=CC5=C(C=C24)OCO5)OC6C(C(C7C(O6)COC(O7)C8=CC=CS8)O)O. Drug 2: CC1C(C(=O)NC(C(=O)N2CCCC2C(=O)N(CC(=O)N(C(C(=O)O1)C(C)C)C)C)C(C)C)NC(=O)C3=C4C(=C(C=C3)C)OC5=C(C(=O)C(=C(C5=N4)C(=O)NC6C(OC(=O)C(N(C(=O)CN(C(=O)C7CCCN7C(=O)C(NC6=O)C(C)C)C)C)C(C)C)C)N)C. Cell line: SK-MEL-5. Synergy scores: CSS=23.8, Synergy_ZIP=-0.272, Synergy_Bliss=3.57, Synergy_Loewe=2.99, Synergy_HSA=3.48. (4) Drug 2: CC1OCC2C(O1)C(C(C(O2)OC3C4COC(=O)C4C(C5=CC6=C(C=C35)OCO6)C7=CC(=C(C(=C7)OC)O)OC)O)O. Synergy scores: CSS=26.4, Synergy_ZIP=5.00, Synergy_Bliss=6.63, Synergy_Loewe=-8.26, Synergy_HSA=1.43. Cell line: HS 578T. Drug 1: CCCS(=O)(=O)NC1=C(C(=C(C=C1)F)C(=O)C2=CNC3=C2C=C(C=N3)C4=CC=C(C=C4)Cl)F. (5) Drug 1: C1=CC(=CC=C1CCC2=CNC3=C2C(=O)NC(=N3)N)C(=O)NC(CCC(=O)O)C(=O)O. Drug 2: CC=C1C(=O)NC(C(=O)OC2CC(=O)NC(C(=O)NC(CSSCCC=C2)C(=O)N1)C(C)C)C(C)C. Cell line: SK-MEL-5. Synergy scores: CSS=65.9, Synergy_ZIP=0.598, Synergy_Bliss=1.11, Synergy_Loewe=-31.7, Synergy_HSA=3.53.